Dataset: Catalyst prediction with 721,799 reactions and 888 catalyst types from USPTO. Task: Predict which catalyst facilitates the given reaction. (1) Reactant: [C:1]([O:5][C:6]([N:8]1[CH2:12][CH2:11][CH2:10][C@H:9]1[C:13]([OH:15])=O)=[O:7])([CH3:4])([CH3:3])[CH3:2].C(OC1C=CC2C(=CC=CC=2)N1C(OCC)=O)C.[NH2:34][C:35]1[C:43]2[C:38](=[CH:39][CH:40]=[C:41]([Br:44])[CH:42]=2)[N:37]([C:45]([O:47][C:48]([CH3:51])([CH3:50])[CH3:49])=[O:46])[N:36]=1. Product: [Br:44][C:41]1[CH:42]=[C:43]2[C:38](=[CH:39][CH:40]=1)[N:37]([C:45]([O:47][C:48]([CH3:50])([CH3:49])[CH3:51])=[O:46])[N:36]=[C:35]2[NH:34][C:13]([C@@H:9]1[CH2:10][CH2:11][CH2:12][N:8]1[C:6]([O:5][C:1]([CH3:2])([CH3:3])[CH3:4])=[O:7])=[O:15]. The catalyst class is: 26. (2) Reactant: [CH3:1][C:2]1[CH:3]=[C:4]([N:11]2[CH:15]=[CH:14][N:13]=[CH:12]2)[CH:5]=[CH:6][C:7]=1[N+:8]([O-])=O. Product: [N:11]1([C:4]2[CH:5]=[CH:6][C:7]([NH2:8])=[C:2]([CH3:1])[CH:3]=2)[CH:15]=[CH:14][N:13]=[CH:12]1. The catalyst class is: 45. (3) Reactant: C[O:2][C:3]([C:5]1[CH:6]=[C:7]2[C:11](=[CH:12][CH:13]=1)[NH:10][C:9]([CH2:14][N:15]1[CH2:19][CH2:18][CH2:17][CH2:16]1)=[CH:8]2)=O.[H-].[Al+3].[Li+].[H-].[H-].[H-]. Product: [N:15]1([CH2:14][C:9]2[NH:10][C:11]3[C:7]([CH:8]=2)=[CH:6][C:5]([CH2:3][OH:2])=[CH:13][CH:12]=3)[CH2:19][CH2:18][CH2:17][CH2:16]1. The catalyst class is: 1. (4) Reactant: Cl.[NH2:2][C@@H:3]([CH2:19][CH2:20][CH2:21][CH2:22][NH:23][C:24](=[O:29])[C:25]([F:28])([F:27])[F:26])[C:4]([NH:6][C@@H:7]([CH2:12][C:13]1[CH:18]=[CH:17][CH:16]=[CH:15][CH:14]=1)[C:8]([NH:10][CH3:11])=[O:9])=[O:5].[CH2:30]([C@@H:34]([C:51](=[O:57])[NH:52][CH2:53][C:54](O)=[O:55])[NH:35][C:36](=[O:50])[CH2:37][CH2:38][CH2:39][CH2:40][CH2:41][NH:42][C:43](=[O:49])[O:44][C:45]([CH3:48])([CH3:47])[CH3:46])[CH:31]([CH3:33])[CH3:32].CN(C(ON1N=NC2C=CC=NC1=2)=[N+](C)C)C.F[P-](F)(F)(F)(F)F.C(N(CC)CC)C.C(=O)(O)[O-].[Na+]. Product: [CH2:12]([C@H:7]([NH:6][C:4](=[O:5])[C@H:3]([CH2:19][CH2:20][CH2:21][CH2:22][NH:23][C:24](=[O:29])[C:25]([F:27])([F:28])[F:26])[NH:2][C:54](=[O:55])[CH2:53][NH:52][C:51](=[O:57])[C@H:34]([CH2:30][CH:31]([CH3:32])[CH3:33])[NH:35][C:36](=[O:50])[CH2:37][CH2:38][CH2:39][CH2:40][CH2:41][NH:42][C:43](=[O:49])[O:44][C:45]([CH3:47])([CH3:48])[CH3:46])[C:8](=[O:9])[NH:10][CH3:11])[C:13]1[CH:14]=[CH:15][CH:16]=[CH:17][CH:18]=1. The catalyst class is: 1. (5) Reactant: [CH:1]([N:4]1[C:8]([CH:9]2[CH2:14][CH2:13][NH:12][CH2:11][CH2:10]2)=[CH:7][C:6]([C:15]2[CH:16]=[C:17]3[C:23]([C:24]#[N:25])=[CH:22][NH:21][C:18]3=[N:19][CH:20]=2)=[N:5]1)([CH3:3])[CH3:2].FC(F)(F)S(O[CH2:32][C:33]([F:36])([F:35])[F:34])(=O)=O. Product: [CH:1]([N:4]1[C:8]([CH:9]2[CH2:10][CH2:11][N:12]([CH2:32][C:33]([F:36])([F:35])[F:34])[CH2:13][CH2:14]2)=[CH:7][C:6]([C:15]2[CH:16]=[C:17]3[C:23]([C:24]#[N:25])=[CH:22][NH:21][C:18]3=[N:19][CH:20]=2)=[N:5]1)([CH3:3])[CH3:2]. The catalyst class is: 7. (6) Reactant: COC(=O)[O:4][C:5]1[CH:10]=[C:9]([N+:11]([O-:13])=[O:12])[C:8]([C:14]([CH3:17])([CH3:16])[CH3:15])=[CH:7][C:6]=1[C:18]([CH3:21])([CH3:20])[CH3:19].COC(=O)OC1C([N+]([O-])=O)=CC(C(C)(C)C)=CC=1C(C)(C)C.[OH-].[K+]. Product: [C:18]([C:6]1[CH:7]=[C:8]([C:14]([CH3:16])([CH3:15])[CH3:17])[C:9]([N+:11]([O-:13])=[O:12])=[CH:10][C:5]=1[OH:4])([CH3:19])([CH3:20])[CH3:21]. The catalyst class is: 5. (7) Reactant: [CH2:1]([O:8][CH:9]1[CH2:18][CH2:17][C:12]2(OCC[O:13]2)[CH2:11][C:10]1([CH3:20])[CH3:19])[C:2]1[CH:7]=[CH:6][CH:5]=[CH:4][CH:3]=1.Cl. Product: [CH2:1]([O:8][CH:9]1[CH2:18][CH2:17][C:12](=[O:13])[CH2:11][C:10]1([CH3:20])[CH3:19])[C:2]1[CH:7]=[CH:6][CH:5]=[CH:4][CH:3]=1. The catalyst class is: 21. (8) Reactant: [Br:1][C:2]1[S:6][C:5]([C:7]2[S:8][C:9]([C:12]3[S:13][C:14]([Br:22])=[CH:15][C:16]=3[CH2:17][C:18]([O:20]C)=[O:19])=[CH:10][CH:11]=2)=[C:4]([CH2:23][C:24]([O:26]C)=[O:25])[CH:3]=1.[OH-].[Na+].Cl. Product: [Br:22][C:14]1[S:13][C:12]([C:9]2[S:8][C:7]([C:5]3[S:6][C:2]([Br:1])=[CH:3][C:4]=3[CH2:23][C:24]([OH:26])=[O:25])=[CH:11][CH:10]=2)=[C:16]([CH2:17][C:18]([OH:20])=[O:19])[CH:15]=1. The catalyst class is: 12. (9) The catalyst class is: 1. Reactant: [CH2:1]([N:8]1[CH2:13][CH2:12][C:11]2([C:21]3[C:16](=[CH:17][CH:18]=[CH:19][C:20]=3Br)[N:15]([C:23]([O:25][C:26]([CH3:29])([CH3:28])[CH3:27])=[O:24])[CH2:14]2)[CH2:10][CH2:9]1)[C:2]1[CH:7]=[CH:6][CH:5]=[CH:4][CH:3]=1.[CH:30](=[O:32])[CH3:31]. Product: [CH2:1]([N:8]1[CH2:13][CH2:12][C:11]2([C:21]3[C:16](=[CH:17][CH:18]=[CH:19][C:20]=3[CH:30]([OH:32])[CH3:31])[N:15]([C:23]([O:25][C:26]([CH3:29])([CH3:28])[CH3:27])=[O:24])[CH2:14]2)[CH2:10][CH2:9]1)[C:2]1[CH:7]=[CH:6][CH:5]=[CH:4][CH:3]=1.